Dataset: Forward reaction prediction with 1.9M reactions from USPTO patents (1976-2016). Task: Predict the product of the given reaction. (1) Given the reactants [CH3:1][CH:2]1[CH2:7][CH2:6][CH2:5][CH:4]([C:8]([OH:10])=O)[CH2:3]1.[CH:11]1([CH2:14][CH2:15][NH:16][C:17]([C:19]2[N:20]=[N:21][C:22]([N:25]3[CH2:30][CH2:29][NH:28][CH2:27][CH2:26]3)=[CH:23][CH:24]=2)=[O:18])[CH2:13][CH2:12]1, predict the reaction product. The product is: [CH:11]1([CH2:14][CH2:15][NH:16][C:17]([C:19]2[N:20]=[N:21][C:22]([N:25]3[CH2:30][CH2:29][N:28]([C:8]([CH:4]4[CH2:5][CH2:6][CH2:7][CH:2]([CH3:1])[CH2:3]4)=[O:10])[CH2:27][CH2:26]3)=[CH:23][CH:24]=2)=[O:18])[CH2:13][CH2:12]1. (2) Given the reactants [CH3:1][O:2][C:3]1[CH:24]=[CH:23][C:6]([CH2:7][N:8]2[C:13](=[O:14])[C:12]([N+:15]([O-:17])=[O:16])=[C:11]([CH3:18])[N:10]([CH2:19][CH2:20][CH3:21])[C:9]2=[O:22])=[CH:5][CH:4]=1.[H-].[Na+].[Br:27]Br, predict the reaction product. The product is: [Br:27][CH2:18][C:11]1[N:10]([CH2:19][CH2:20][CH3:21])[C:9](=[O:22])[N:8]([CH2:7][C:6]2[CH:23]=[CH:24][C:3]([O:2][CH3:1])=[CH:4][CH:5]=2)[C:13](=[O:14])[C:12]=1[N+:15]([O-:17])=[O:16]. (3) The product is: [NH2:1][C@@H:2]([C:9]1[CH:14]=[CH:13][CH:12]=[C:11]([Br:15])[CH:10]=1)[C:3]1([OH:8])[CH2:7][CH2:6][CH2:5][CH2:4]1. Given the reactants [NH2:1][CH:2]([C:9]1[CH:14]=[CH:13][CH:12]=[C:11]([Br:15])[CH:10]=1)[C:3]1([OH:8])[CH2:7][CH2:6][CH2:5][CH2:4]1.CO[C@@H](C1C=CC=CC=1)C(O)=O, predict the reaction product.